Task: Binary Classification. Given a T-cell receptor sequence (or CDR3 region) and an epitope sequence, predict whether binding occurs between them.. Dataset: TCR-epitope binding with 47,182 pairs between 192 epitopes and 23,139 TCRs (1) The epitope is SEVGPEHSLAEY. The TCR CDR3 sequence is CASSLGYSNQPQHF. Result: 0 (the TCR does not bind to the epitope). (2) The epitope is FVDGVPFVV. The TCR CDR3 sequence is CASSPSGSRWNEQFF. Result: 1 (the TCR binds to the epitope). (3) The epitope is PKYVKQNTLKLAT. The TCR CDR3 sequence is CASGAGRDRNTDTQYF. Result: 1 (the TCR binds to the epitope). (4) The epitope is TAFTIPSI. The TCR CDR3 sequence is CASSPGLGYEQYF. Result: 0 (the TCR does not bind to the epitope). (5) The epitope is GTSGSPIINR. The TCR CDR3 sequence is CASSRGLNYEQYF. Result: 1 (the TCR binds to the epitope).